Task: Predict the reaction yield, written as a fraction of the theoretical maximum amount of product (1.0 means a 100% yield; for example, 0.34 means a 34% yield).. Dataset: Reaction yield outcomes from USPTO patents with 853,638 reactions The reactants are C(OC(=O)[NH:7][C@H:8]([C:12](=[O:26])[N:13]([CH2:19][C:20]1[CH:25]=[CH:24][CH:23]=[CH:22][CH:21]=1)[CH2:14][CH2:15][N:16]([CH3:18])[CH3:17])[CH:9]([CH3:11])[CH3:10])(C)(C)C. The catalyst is FC(F)(F)C(O)=O.ClCCl. The product is [NH2:7][CH:8]([CH:9]([CH3:11])[CH3:10])[C:12]([N:13]([CH2:19][C:20]1[CH:21]=[CH:22][CH:23]=[CH:24][CH:25]=1)[CH2:14][CH2:15][N:16]([CH3:18])[CH3:17])=[O:26]. The yield is 0.950.